Dataset: Forward reaction prediction with 1.9M reactions from USPTO patents (1976-2016). Task: Predict the product of the given reaction. (1) Given the reactants [F:1][C:2]([F:13])([F:12])[O:3][C:4]1[CH:5]=[C:6]([CH:9]=[CH:10][CH:11]=1)[CH2:7][NH2:8].[CH:14]1[C:23]2[C:18](=[C:19]([CH:24]([CH3:28])[C:25](O)=[O:26])[CH:20]=[CH:21][CH:22]=2)[CH:17]=[CH:16][N:15]=1.C1C2C(=C(CC(O)=O)C=CC=2)C=CN=1, predict the reaction product. The product is: [CH:14]1[C:23]2[C:18](=[C:19]([CH:24]([CH3:28])[C:25]([NH:8][CH2:7][C:6]3[CH:9]=[CH:10][CH:11]=[C:4]([O:3][C:2]([F:12])([F:13])[F:1])[CH:5]=3)=[O:26])[CH:20]=[CH:21][CH:22]=2)[CH:17]=[CH:16][N:15]=1. (2) The product is: [CH2:25]([O:24][C:22](=[O:23])[NH:21][CH2:20][CH2:19][CH2:18][CH2:17][C@H:16]([NH:15][C:14]([C@H:10]1[CH2:11][CH2:12][CH2:13][NH:8][CH2:9]1)=[O:43])[C:32]([C:34]1[S:35][C:36]2[CH:42]=[CH:41][CH:40]=[CH:39][C:37]=2[N:38]=1)=[O:33])[C:26]1[CH:27]=[CH:28][CH:29]=[CH:30][CH:31]=1. Given the reactants C(OC([N:8]1[CH2:13][CH2:12][CH2:11][C@H:10]([C:14](=[O:43])[NH:15][C@H:16]([C:32]([C:34]2[S:35][C:36]3[CH:42]=[CH:41][CH:40]=[CH:39][C:37]=3[N:38]=2)=[O:33])[CH2:17][CH2:18][CH2:19][CH2:20][NH:21][C:22]([O:24][CH2:25][C:26]2[CH:31]=[CH:30][CH:29]=[CH:28][CH:27]=2)=[O:23])[CH2:9]1)=O)(C)(C)C.Cl.CCOC(C)=O, predict the reaction product. (3) Given the reactants [NH2:1][C:2]1[C:3]([F:23])=[CH:4][C:5]([Cl:22])=[C:6]([C:8]2[C:9](=[O:21])[N:10]([CH2:19][CH3:20])[C:11]3[C:16]([CH:17]=2)=[CH:15][N:14]=[C:13]([Cl:18])[CH:12]=3)[CH:7]=1.N1C=CC=CC=1.[C:30]1([N:36]=[C:37]=[O:38])[CH:35]=[CH:34][CH:33]=[CH:32][CH:31]=1.C([O-])(O)=O.[Na+], predict the reaction product. The product is: [Cl:22][C:5]1[C:6]([C:8]2[C:9](=[O:21])[N:10]([CH2:19][CH3:20])[C:11]3[C:16]([CH:17]=2)=[CH:15][N:14]=[C:13]([Cl:18])[CH:12]=3)=[CH:7][C:2]([NH:1][C:37]([NH:36][C:30]2[CH:35]=[CH:34][CH:33]=[CH:32][CH:31]=2)=[O:38])=[C:3]([F:23])[CH:4]=1. (4) Given the reactants Cl[C:2]1[N:7]=[C:6]([NH:8][C:9]2[CH:14]=[CH:13][C:12]([O:15][CH3:16])=[C:11]([Cl:17])[CH:10]=2)[C:5]([F:18])=[CH:4][N:3]=1.[NH2:19][C:20]1[CH:21]=[CH:22][C:23]2[O:27][CH:26]([C:28]([O:30][CH3:31])=[O:29])[CH2:25][C:24]=2[CH:32]=1, predict the reaction product. The product is: [Cl:17][C:11]1[CH:10]=[C:9]([NH:8][C:6]2[C:5]([F:18])=[CH:4][N:3]=[C:2]([NH:19][C:20]3[CH:21]=[CH:22][C:23]4[O:27][CH:26]([C:28]([O:30][CH3:31])=[O:29])[CH2:25][C:24]=4[CH:32]=3)[N:7]=2)[CH:14]=[CH:13][C:12]=1[O:15][CH3:16]. (5) Given the reactants Br[C:2]1[CH:3]=[C:4]([CH:7]=[O:8])[S:5][CH:6]=1.[Cu](C#N)[C:10]#[N:11].C(OCC)(=O)C, predict the reaction product. The product is: [C:10]([C:2]1[CH:3]=[C:4]([CH:7]=[O:8])[S:5][CH:6]=1)#[N:11]. (6) The product is: [NH:8]1[CH2:13][CH2:12][CH:11]([C:14]2[C:22]3[C:17](=[CH:18][CH:19]=[C:20]([C:23]#[N:24])[CH:21]=3)[NH:16][CH:15]=2)[CH2:10][CH2:9]1. Given the reactants C(OC([N:8]1[CH2:13][CH2:12][CH:11]([C:14]2[C:22]3[C:17](=[CH:18][CH:19]=[C:20]([C:23]#[N:24])[CH:21]=3)[NH:16][CH:15]=2)[CH2:10][CH2:9]1)=O)(C)(C)C.Cl.O1CCOCC1, predict the reaction product. (7) Given the reactants [F:1][C:2]1([F:33])[O:6][C:5]2[CH:7]=[CH:8][C:9]([C:11]3([C:14]([NH:16][C:17]4[N:22]=[C:21]([C:23]5[C:24]([O:29]C)=[N:25][CH:26]=[CH:27][CH:28]=5)[C:20]([CH3:31])=[C:19]([CH3:32])[CH:18]=4)=[O:15])[CH2:13][CH2:12]3)=[CH:10][C:4]=2[O:3]1.Cl.C(N(CC)CC)C, predict the reaction product. The product is: [F:33][C:2]1([F:1])[O:6][C:5]2[CH:7]=[CH:8][C:9]([C:11]3([C:14]([NH:16][C:17]4[CH:18]=[C:19]([CH3:32])[C:20]([CH3:31])=[C:21]([C:23]5[C:24](=[O:29])[NH:25][CH:26]=[CH:27][CH:28]=5)[N:22]=4)=[O:15])[CH2:13][CH2:12]3)=[CH:10][C:4]=2[O:3]1. (8) Given the reactants [NH2:1][C:2]1[CH:3]=[CH:4][C:5]2[C:6](=[O:24])[N:7]([C:16]3[CH:21]=[CH:20][C:19]([CH3:22])=[CH:18][C:17]=3[CH3:23])[C:8](=[O:15])[C:9]3[C:14]=2[C:13]=1[CH:12]=[CH:11][CH:10]=3.C([O-])(=O)C.[K+].C(=O)([O-])[O-].[K+].[K+].Br[C:37]1[CH:46]=[CH:45][C:44]2[N:43]([CH3:47])[C:42](=[O:48])[CH:41]=[C:40]3[C:49]4[C:54]([C:55](=[O:56])[C:38]=1[C:39]=23)=[CH:53][CH:52]=[CH:51][CH:50]=4, predict the reaction product. The product is: [CH3:23][C:17]1[CH:18]=[C:19]([CH3:22])[CH:20]=[CH:21][C:16]=1[N:7]1[C:6](=[O:24])[C:5]2[CH:4]=[CH:3][C:2]([NH:1][C:37]3[CH:46]=[CH:45][C:44]4[N:43]([CH3:47])[C:42](=[O:48])[CH:41]=[C:40]5[C:49]6[C:54]([C:55](=[O:56])[C:38]=3[C:39]=45)=[CH:53][CH:52]=[CH:51][CH:50]=6)=[C:13]3[C:14]=2[C:9](=[CH:10][CH:11]=[CH:12]3)[C:8]1=[O:15].